This data is from Reaction yield outcomes from USPTO patents with 853,638 reactions. The task is: Predict the reaction yield, written as a fraction of the theoretical maximum amount of product (1.0 means a 100% yield; for example, 0.34 means a 34% yield). (1) The reactants are [CH:1]1([NH:4][C:5]([C:7]2[CH:12]=[CH:11][CH:10]=[CH:9][C:8]=2[NH:13][C:14]2[C:19]([Cl:20])=[CH:18][N:17]=[C:16]([NH:21][C:22]3[CH:30]=[CH:29][C:25]([C:26](O)=[O:27])=[CH:24][CH:23]=3)[N:15]=2)=[O:6])[CH2:3][CH2:2]1.C(N([CH:37]([CH3:39])[CH3:38])CC)(C)C.C[N:41](C(ON1N=NC2C=CC=NC1=2)=[N+](C)C)C.F[P-](F)(F)(F)(F)F.C1(N)CC1. The catalyst is CN(C=O)C. The product is [CH:1]1([NH:4][C:5]([C:7]2[CH:12]=[CH:11][CH:10]=[CH:9][C:8]=2[NH:13][C:14]2[C:19]([Cl:20])=[CH:18][N:17]=[C:16]([NH:21][C:22]3[CH:30]=[CH:29][C:25]([C:26]([NH2:41])=[O:27])=[C:24]([CH:37]4[CH2:39][CH2:38]4)[CH:23]=3)[N:15]=2)=[O:6])[CH2:2][CH2:3]1. The yield is 0.630. (2) The reactants are [N:1]1[C:8]([Cl:9])=[N:7][C:5]([Cl:6])=[N:4][C:2]=1Cl.Cl[C:11]1[CH:12]=[C:13]([CH:16]=[CH:17][C:18]=1[NH2:19])[O:14][CH3:15].[OH-].[Na+].[ClH:22]. The product is [Cl:22][C:12]1[CH:11]=[C:18]([NH:19][C:2]2[N:1]=[C:8]([Cl:9])[N:7]=[C:5]([Cl:6])[N:4]=2)[CH:17]=[CH:16][C:13]=1[O:14][CH3:15]. The catalyst is CC(C)=O. The yield is 0.960.